Regression. Given a peptide amino acid sequence and an MHC pseudo amino acid sequence, predict their binding affinity value. This is MHC class II binding data. From a dataset of Peptide-MHC class II binding affinity with 134,281 pairs from IEDB. The peptide sequence is RDIFLSQHHPSSLLL. The MHC is DRB1_0901 with pseudo-sequence DRB1_0901. The binding affinity (normalized) is 0.792.